Dataset: Catalyst prediction with 721,799 reactions and 888 catalyst types from USPTO. Task: Predict which catalyst facilitates the given reaction. (1) Product: [CH3:1][C:2]1[CH:3]=[CH:4][C:5]([S:8]([O:11][CH2:12][CH:13]2[CH2:27][O:26][C:16]3[CH:17]=[CH:18][C:19]4[C:20](=[O:25])[CH2:21][CH2:22][O:23][C:24]=4[C:15]=3[O:14]2)(=[O:10])=[O:9])=[CH:6][CH:7]=1. The catalyst class is: 19. Reactant: [CH3:1][C:2]1[CH:7]=[CH:6][C:5]([S:8]([O:11][CH2:12][C@H:13]2[CH2:27][O:26][C:16]3[CH:17]=[CH:18][C:19]4[C:20](=[O:25])[CH:21]=[CH:22][O:23][C:24]=4[C:15]=3[O:14]2)(=[O:10])=[O:9])=[CH:4][CH:3]=1.C(=O)([O-])[O-].[NH4+].[NH4+]. (2) The catalyst class is: 5. Reactant: [F:1][C:2]1[CH:3]=[C:4]2[C:9](=[CH:10][C:11]=1[F:12])[N:8]=[CH:7][C:6]([C:13]#[N:14])=[C:5]2[SH:15].[CH3:16][O:17][C:18]1[CH:27]=[CH:26][C:21]([C:22](=[O:25])[CH2:23]Br)=[CH:20][CH:19]=1.[OH-].[Na+]. Product: [NH2:14][C:13]1[C:6]2[CH:7]=[N:8][C:9]3[CH:10]=[C:11]([F:12])[C:2]([F:1])=[CH:3][C:4]=3[C:5]=2[S:15][C:23]=1[C:22]([C:21]1[CH:26]=[CH:27][C:18]([O:17][CH3:16])=[CH:19][CH:20]=1)=[O:25]. (3) Reactant: [Cl:1][C:2]1[C:3]([F:31])=[C:4]([CH:8]2[C:12]([C:15]3[CH:20]=[CH:19][C:18]([Cl:21])=[CH:17][C:16]=3[F:22])([C:13]#[N:14])[CH:11]([CH2:23][C:24]([CH3:27])([CH3:26])[CH3:25])[NH:10][CH:9]2[C:28](O)=[O:29])[CH:5]=[CH:6][CH:7]=1.[CH3:32]N(C(ON1N=NC2C=CC=NC1=2)=[N+](C)C)C.F[P-](F)(F)(F)(F)F.CCN(C(C)C)C(C)C.[NH2:65][C:66]1[CH:74]=[CH:73][C:69]([C:70]([OH:72])=[O:71])=[C:68]([Cl:75])[CH:67]=1. Product: [CH3:32][O:71][C:70](=[O:72])[C:69]1[CH:73]=[CH:74][C:66]([NH:65][C:28]([C@H:9]2[C@H:8]([C:4]3[CH:5]=[CH:6][CH:7]=[C:2]([Cl:1])[C:3]=3[F:31])[C@:12]([C:15]3[CH:20]=[CH:19][C:18]([Cl:21])=[CH:17][C:16]=3[F:22])([C:13]#[N:14])[C@H:11]([CH2:23][C:24]([CH3:27])([CH3:26])[CH3:25])[NH:10]2)=[O:29])=[CH:67][C:68]=1[Cl:75]. The catalyst class is: 2. (4) Reactant: [CH2:1]([O:3][C:4]1[C:9]2[C:10]([NH:13][CH3:14])=[N:11][O:12][C:8]=2[CH:7]=[CH:6][CH:5]=1)[CH3:2]. Product: [CH2:1]([O:3][C:4]1[CH:5]=[CH:6][CH:7]=[C:8]([OH:12])[C:9]=1[C:10](=[NH:11])[NH:13][CH3:14])[CH3:2]. The catalyst class is: 19. (5) Reactant: CO[C:3](=O)[NH:4][C:5]1[CH:25]=[CH:24][C:8]2[N:9]([CH2:16][C@H:17]3[CH2:22][CH2:21][CH2:20][CH2:19][N:18]3[CH3:23])[C:10]([C:12]([CH3:15])([CH3:14])[CH3:13])=[N:11][C:7]=2[CH:6]=1.Cl.CCOCC.[H-].[H-].[H-].[H-].[Li+].[Al+3].[C:39]([NH:42][C:43]1[CH:48]=[CH:47][C:46]([S:49](Cl)(=[O:51])=[O:50])=[CH:45][CH:44]=1)(=[O:41])[CH3:40]. Product: [C:12]([C:10]1[N:9]([CH2:16][C@H:17]2[CH2:22][CH2:21][CH2:20][CH2:19][N:18]2[CH3:23])[C:8]2[CH:24]=[CH:25][C:5]([N:4]([CH3:3])[S:49]([C:46]3[CH:45]=[CH:44][C:43]([NH:42][C:39](=[O:41])[CH3:40])=[CH:48][CH:47]=3)(=[O:51])=[O:50])=[CH:6][C:7]=2[N:11]=1)([CH3:14])([CH3:13])[CH3:15]. The catalyst class is: 76. (6) Reactant: [OH:1][C:2]1[CH:9]=[CH:8][C:5]([CH:6]=[O:7])=[CH:4][CH:3]=1.[Br:10][CH:11](Br)[CH3:12].O. Product: [Br:10][CH2:11][CH2:12][O:1][C:2]1[CH:9]=[CH:8][C:5]([CH:6]=[O:7])=[CH:4][CH:3]=1. The catalyst class is: 74.